Task: Predict the reactants needed to synthesize the given product.. Dataset: Full USPTO retrosynthesis dataset with 1.9M reactions from patents (1976-2016) (1) Given the product [S:32]1[CH:36]=[CH:35][CH:34]=[C:33]1[C:37]([N:3]1[CH2:8][CH2:7][CH2:6][C@@H:5]([N:9]2[C:13]3=[C:14]4[CH:20]=[CH:19][NH:18][C:15]4=[N:16][CH:17]=[C:12]3[NH:11][C:10]2=[O:21])[CH2:4]1)=[O:38], predict the reactants needed to synthesize it. The reactants are: Cl.Cl.[NH:3]1[CH2:8][CH2:7][CH2:6][C@@H:5]([N:9]2[C:13]3=[C:14]4[CH:20]=[CH:19][NH:18][C:15]4=[N:16][CH:17]=[C:12]3[NH:11][C:10]2=[O:21])[CH2:4]1.ON1C2C=CC=CC=2N=N1.[S:32]1[CH:36]=[CH:35][CH:34]=[C:33]1[C:37](O)=[O:38].Cl. (2) Given the product [CH3:43][S:44]([OH:47])(=[O:46])=[O:45].[CH3:43][S:44]([OH:47])(=[O:46])=[O:45].[CH3:37][O:36][C:34]1[CH:35]=[C:30]([C:27]2[CH:26]=[CH:25][C:24]([N:22]([CH3:23])[CH2:21][CH2:20][N:19]([C:16]3[CH:17]=[CH:18][C:13]([C:5]4[CH:4]=[C:3]([O:2][CH3:1])[C:8]([O:9][CH3:10])=[C:7]([O:11][CH3:12])[CH:6]=4)=[N:14][CH:15]=3)[CH3:42])=[CH:29][N:28]=2)[CH:31]=[C:32]([O:40][CH3:41])[C:33]=1[O:38][CH3:39], predict the reactants needed to synthesize it. The reactants are: [CH3:1][O:2][C:3]1[CH:4]=[C:5]([C:13]2[CH:18]=[CH:17][C:16]([N:19]([CH3:42])[CH2:20][CH2:21][N:22]([C:24]3[CH:25]=[CH:26][C:27]([C:30]4[CH:35]=[C:34]([O:36][CH3:37])[C:33]([O:38][CH3:39])=[C:32]([O:40][CH3:41])[CH:31]=4)=[N:28][CH:29]=3)[CH3:23])=[CH:15][N:14]=2)[CH:6]=[C:7]([O:11][CH3:12])[C:8]=1[O:9][CH3:10].[CH3:43][S:44]([OH:47])(=[O:46])=[O:45]. (3) Given the product [ClH:20].[CH3:21][O:10][C:9](=[O:11])[CH:8]([NH:12][CH2:13][C:14]1[CH:15]=[CH:16][CH:17]=[CH:18][CH:19]=1)[C:5]1[CH:6]=[CH:7][C:2]([F:1])=[CH:3][CH:4]=1, predict the reactants needed to synthesize it. The reactants are: [F:1][C:2]1[CH:7]=[CH:6][C:5]([CH:8]([NH:12][CH2:13][C:14]2[CH:19]=[CH:18][CH:17]=[CH:16][CH:15]=2)[C:9]([OH:11])=[O:10])=[CH:4][CH:3]=1.[ClH:20].[CH3:21]O.